From a dataset of Catalyst prediction with 721,799 reactions and 888 catalyst types from USPTO. Predict which catalyst facilitates the given reaction. Reactant: [C:1](Cl)(=[O:11])[C:2]1[CH:10]=[CH:9][C:5]([C:6](Cl)=[O:7])=[CH:4][CH:3]=1.[C:13]([OH:17])([CH3:16])([CH3:15])[CH3:14].[OH2:18].Cl. Product: [C:1]([O:11][C:2]([CH3:10])([CH3:3])[CH3:1])(=[O:18])[C:2]1[CH:10]=[CH:9][C:5]([C:6]([O:17][C:13]([CH3:16])([CH3:15])[CH3:14])=[O:7])=[CH:4][CH:3]=1. The catalyst class is: 17.